This data is from Peptide-MHC class II binding affinity with 134,281 pairs from IEDB. The task is: Regression. Given a peptide amino acid sequence and an MHC pseudo amino acid sequence, predict their binding affinity value. This is MHC class II binding data. (1) The peptide sequence is MADDMERIFKRFDTN. The MHC is HLA-DQA10501-DQB10301 with pseudo-sequence HLA-DQA10501-DQB10301. The binding affinity (normalized) is 0.377. (2) The peptide sequence is ANCLRKNGKKVIQLS. The MHC is DRB3_0101 with pseudo-sequence DRB3_0101. The binding affinity (normalized) is 0.248.